This data is from Catalyst prediction with 721,799 reactions and 888 catalyst types from USPTO. The task is: Predict which catalyst facilitates the given reaction. (1) Reactant: C1CCN2C(=[N:5]CCC2)CC1.[C:12]1([C:40]2[CH:45]=[CH:44][CH:43]=[CH:42][CH:41]=2)[CH:17]=[CH:16][C:15]([C:18]2[N:23]=[C:22]3[N:24]=[C:25](S(C)(=O)=O)[N:26]([CH2:27][O:28][CH2:29][CH2:30][Si:31]([CH3:34])([CH3:33])[CH3:32])[C:21]3=[CH:20][C:19]=2[Cl:39])=[CH:14][CH:13]=1.C([O-])(=O)C.[NH4+].O. Product: [C:12]1([C:40]2[CH:45]=[CH:44][CH:43]=[CH:42][CH:41]=2)[CH:17]=[CH:16][C:15]([C:18]2[N:23]=[C:22]3[N:24]=[C:25]([NH2:5])[N:26]([CH2:27][O:28][CH2:29][CH2:30][Si:31]([CH3:34])([CH3:33])[CH3:32])[C:21]3=[CH:20][C:19]=2[Cl:39])=[CH:14][CH:13]=1. The catalyst class is: 3. (2) Reactant: [N:1]([CH:4]([C:47]1[CH:52]=[CH:51][C:50]([O:53][CH2:54][CH2:55][CH2:56][CH2:57][CH2:58][CH2:59][CH2:60][CH2:61][CH2:62][CH2:63][CH2:64][CH2:65][O:66][CH2:67][CH2:68][CH2:69][CH2:70][CH2:71][CH2:72][CH2:73][CH2:74][CH2:75][CH2:76][CH2:77][CH2:78][CH2:79][CH2:80][CH2:81][CH2:82][CH2:83][CH2:84][CH2:85][CH2:86][CH2:87][CH3:88])=[CH:49][CH:48]=1)[C:5]1[CH:10]=[CH:9][C:8]([O:11][CH2:12][CH2:13][CH2:14][CH2:15][CH2:16][CH2:17][CH2:18][CH2:19][CH2:20][CH2:21][CH2:22][CH2:23][O:24][CH2:25][CH2:26][CH2:27][CH2:28][CH2:29][CH2:30][CH2:31][CH2:32][CH2:33][CH2:34][CH2:35][CH2:36][CH2:37][CH2:38][CH2:39][CH2:40][CH2:41][CH2:42][CH2:43][CH2:44][CH2:45][CH3:46])=[CH:7][CH:6]=1)=[N+]=[N-].C1(P(C2C=CC=CC=2)C2C=CC=CC=2)C=CC=CC=1.C(=O)([O-])O.[Na+]. Product: [NH2:1][CH:4]([C:47]1[CH:48]=[CH:49][C:50]([O:53][CH2:54][CH2:55][CH2:56][CH2:57][CH2:58][CH2:59][CH2:60][CH2:61][CH2:62][CH2:63][CH2:64][CH2:65][O:66][CH2:67][CH2:68][CH2:69][CH2:70][CH2:71][CH2:72][CH2:73][CH2:74][CH2:75][CH2:76][CH2:77][CH2:78][CH2:79][CH2:80][CH2:81][CH2:82][CH2:83][CH2:84][CH2:85][CH2:86][CH2:87][CH3:88])=[CH:51][CH:52]=1)[C:5]1[CH:10]=[CH:9][C:8]([O:11][CH2:12][CH2:13][CH2:14][CH2:15][CH2:16][CH2:17][CH2:18][CH2:19][CH2:20][CH2:21][CH2:22][CH2:23][O:24][CH2:25][CH2:26][CH2:27][CH2:28][CH2:29][CH2:30][CH2:31][CH2:32][CH2:33][CH2:34][CH2:35][CH2:36][CH2:37][CH2:38][CH2:39][CH2:40][CH2:41][CH2:42][CH2:43][CH2:44][CH2:45][CH3:46])=[CH:7][CH:6]=1. The catalyst class is: 93. (3) Reactant: [NH2:1][C:2]1[C:3]([C:19]([NH2:21])=O)=[N:4][C:5]([C:9]2[CH:14]=[CH:13][C:12](=[O:15])[N:11]([CH:16]([CH3:18])[CH3:17])[CH:10]=2)=[CH:6][N+:7]=1[O-].P(Cl)(Cl)([Cl:24])=O.O.[OH-].[Na+]. Product: [NH2:1][C:2]1[C:3]([C:19]#[N:21])=[N:4][C:5]([C:9]2[CH:14]=[CH:13][C:12](=[O:15])[N:11]([CH:16]([CH3:18])[CH3:17])[CH:10]=2)=[C:6]([Cl:24])[N:7]=1. The catalyst class is: 3. (4) Reactant: [NH2:1][C@H:2]([C:7]1[CH:12]=[CH:11][C:10]([O:13][CH2:14][CH:15]([CH3:19])[CH2:16][CH2:17][CH3:18])=[CH:9][CH:8]=1)[C:3]([CH3:6])([OH:5])[CH3:4].C(O)(C(F)(F)F)=O.[C:27]1([C@H:33]([CH3:37])[C:34](O)=[O:35])[CH:32]=[CH:31][CH:30]=[CH:29][CH:28]=1.C(N(CC)C(C)C)(C)C.CN(C(ON1N=NC2C=CC=NC1=2)=[N+](C)C)C.F[P-](F)(F)(F)(F)F.C([O-])(O)=O.[Na+]. Product: [OH:5][C:3]([CH3:6])([CH3:4])[C@H:2]([NH:1][C:34](=[O:35])[C@H:33]([C:27]1[CH:32]=[CH:31][CH:30]=[CH:29][CH:28]=1)[CH3:37])[C:7]1[CH:8]=[CH:9][C:10]([O:13][CH2:14][CH:15]([CH3:19])[CH2:16][CH2:17][CH3:18])=[CH:11][CH:12]=1. The catalyst class is: 4. (5) Reactant: [C:1]([C:6]1[N:7]([CH2:17][CH2:18][NH:19]C(=O)OC(C)(C)C)[C:8]2[C:13]([CH:14]=1)=[CH:12][CH:11]=[C:10]([S:15][CH3:16])[CH:9]=2)(=[O:5])[CH:2]([CH3:4])[CH3:3].C(O)(C(F)(F)F)=O. Product: [NH2:19][CH2:18][CH2:17][N:7]1[C:8]2[C:13](=[CH:12][CH:11]=[C:10]([S:15][CH3:16])[CH:9]=2)[CH:14]=[C:6]1[C:1](=[O:5])[CH:2]([CH3:3])[CH3:4]. The catalyst class is: 2. (6) Reactant: [Cl:1]N1C(=O)CCC1=O.[OH:9][C:10]1[CH:15]=[CH:14][C:13]([O:16][CH3:17])=[CH:12][C:11]=1[C:18](=[O:22])[CH:19]([CH3:21])[CH3:20].O. Product: [Cl:1][C:15]1[C:10]([OH:9])=[C:11]([C:18](=[O:22])[CH:19]([CH3:20])[CH3:21])[CH:12]=[C:13]([O:16][CH3:17])[CH:14]=1. The catalyst class is: 3. (7) Reactant: [Cl:1][C:2]1[C:33]([C:34]2([C:37]#[N:38])[CH2:36][CH2:35]2)=[CH:32][CH:31]=[CH:30][C:3]=1[C:4]([NH:6][C:7]1[CH:12]=[C:11]([O:13][C:14]2[N:19]=[C:18]3[S:20][C:21]([NH:23][C:24]([CH:26]4[CH2:28][CH2:27]4)=[O:25])=[N:22][C:17]3=[CH:16][CH:15]=2)[CH:10]=[CH:9][C:8]=1[F:29])=[O:5].[C:39](OC(=O)C)(=[O:41])[CH3:40].O. Product: [C:39]([N:6]([C:7]1[CH:12]=[C:11]([O:13][C:14]2[N:19]=[C:18]3[S:20][C:21]([NH:23][C:24]([CH:26]4[CH2:28][CH2:27]4)=[O:25])=[N:22][C:17]3=[CH:16][CH:15]=2)[CH:10]=[CH:9][C:8]=1[F:29])[C:4](=[O:5])[C:3]1[CH:30]=[CH:31][CH:32]=[C:33]([C:34]2([C:37]#[N:38])[CH2:36][CH2:35]2)[C:2]=1[Cl:1])(=[O:41])[CH3:40]. The catalyst class is: 537.